From a dataset of Full USPTO retrosynthesis dataset with 1.9M reactions from patents (1976-2016). Predict the reactants needed to synthesize the given product. (1) Given the product [F:13][C:14]1[CH:22]=[CH:21][CH:20]=[C:19]([F:23])[C:15]=1[C:16]([NH:1][C:2]1[CH:3]=[C:4]([CH:10]=[CH:11][CH:12]=1)[C:5]([O:7][CH2:8][CH3:9])=[O:6])=[O:17], predict the reactants needed to synthesize it. The reactants are: [NH2:1][C:2]1[CH:3]=[C:4]([CH:10]=[CH:11][CH:12]=1)[C:5]([O:7][CH2:8][CH3:9])=[O:6].[F:13][C:14]1[CH:22]=[CH:21][CH:20]=[C:19]([F:23])[C:15]=1[C:16](Cl)=[O:17]. (2) Given the product [CH2:20]([O:19][C:3]1[C:4]([CH3:18])=[C:5]([CH3:17])[C:6]([O:9][CH2:10][C:11]2[CH:16]=[CH:15][CH:14]=[CH:13][CH:12]=2)=[C:7]([CH3:8])[C:2]=1[CH:29]=[O:30])[C:21]1[CH:26]=[CH:25][CH:24]=[CH:23][CH:22]=1, predict the reactants needed to synthesize it. The reactants are: Br[C:2]1[C:7]([CH3:8])=[C:6]([O:9][CH2:10][C:11]2[CH:16]=[CH:15][CH:14]=[CH:13][CH:12]=2)[C:5]([CH3:17])=[C:4]([CH3:18])[C:3]=1[O:19][CH2:20][C:21]1[CH:26]=[CH:25][CH:24]=[CH:23][CH:22]=1.CN(C)[CH:29]=[O:30]. (3) The reactants are: [Cl:1][C:2]1[CH:7]=[CH:6][CH:5]=[C:4]([Cl:8])[C:3]=1[C:9]1[N:26]([CH2:27][C@H:28]2[CH2:33][CH2:32][CH2:31][N:30]([C:34]([O:36][C:37]([CH3:40])([CH3:39])[CH3:38])=[O:35])[CH2:29]2)[C:12]2[N:13]=[C:14]([NH:17][CH2:18][C:19]3[CH:24]=[CH:23][CH:22]=[C:21](O)[CH:20]=3)[N:15]=[CH:16][C:11]=2[CH:10]=1.[F:41]C1C=C(C=CC=1)CN. Given the product [Cl:1][C:2]1[CH:7]=[CH:6][CH:5]=[C:4]([Cl:8])[C:3]=1[C:9]1[N:26]([CH2:27][C@@H:28]2[CH2:33][CH2:32][CH2:31][N:30]([C:34]([O:36][C:37]([CH3:40])([CH3:39])[CH3:38])=[O:35])[CH2:29]2)[C:12]2[N:13]=[C:14]([NH:17][CH2:18][C:19]3[CH:24]=[CH:23][CH:22]=[C:21]([F:41])[CH:20]=3)[N:15]=[CH:16][C:11]=2[CH:10]=1, predict the reactants needed to synthesize it. (4) The reactants are: [Cl:1][C:2]1[N:7]=[C:6](S(C)(=O)=O)[N:5]=[C:4]([C:12]2[C:20]3[C:15](=[N:16][CH:17]=[CH:18][CH:19]=3)[N:14]([S:21]([C:24]3[CH:29]=[CH:28][CH:27]=[CH:26][CH:25]=3)(=[O:23])=[O:22])[CH:13]=2)[CH:3]=1.[C@H:30]1([NH2:37])[CH2:35][CH2:34][C@H:33]([NH2:36])[CH2:32][CH2:31]1.C(N(CC)CC)C. Given the product [Cl:1][C:2]1[CH:3]=[C:4]([C:12]2[C:20]3[C:15](=[N:16][CH:17]=[CH:18][CH:19]=3)[N:14]([S:21]([C:24]3[CH:29]=[CH:28][CH:27]=[CH:26][CH:25]=3)(=[O:23])=[O:22])[CH:13]=2)[N:5]=[C:6]([NH:36][C@H:33]2[CH2:34][CH2:35][C@H:30]([NH2:37])[CH2:31][CH2:32]2)[N:7]=1, predict the reactants needed to synthesize it. (5) Given the product [CH3:33][O:32][C:31]([C:28]1[O:27][C:26]([C:23]2[CH:24]=[C:25]3[C:20](=[CH:21][CH:22]=2)[N:19]=[CH:18][N:17]=[C:16]3[NH:15][C:12]2[CH:13]=[CH:14][C:9]([O:8][CH2:1][C:2]3[CH:7]=[CH:6][CH:5]=[CH:4][CH:3]=3)=[CH:10][CH:11]=2)=[CH:30][CH:29]=1)=[O:36], predict the reactants needed to synthesize it. The reactants are: [CH2:1]([O:8][C:9]1[CH:14]=[CH:13][C:12]([NH:15][C:16]2[C:25]3[C:20](=[CH:21][CH:22]=[C:23]([C:26]4[O:27][C:28]([C:31]56OCC(C)(C[O:36]5)[CH2:33][O:32]6)=[CH:29][CH:30]=4)[CH:24]=3)[N:19]=[CH:18][N:17]=2)=[CH:11][CH:10]=1)[C:2]1[CH:7]=[CH:6][CH:5]=[CH:4][CH:3]=1.Cl. (6) Given the product [Cl:11][C:3]1[C:2]([Cl:1])=[CH:10][C:6]([C:7]#[N:16])=[CH:5][N:4]=1.[O:12]=[S:13]([Cl:15])[Cl:14], predict the reactants needed to synthesize it. The reactants are: [Cl:1][C:2]1[C:3]([Cl:11])=[N:4][CH:5]=[C:6]([CH:10]=1)[C:7](O)=O.[O:12]=[S:13]([Cl:15])[Cl:14].[NH3:16]. (7) Given the product [Cl:17][C:18]1[CH:23]=[C:22]([C:2]2[N:7]=[N:6][C:5]([NH2:8])=[N:4][C:3]=2[C:9]2[CH:14]=[CH:13][C:12]([F:15])=[CH:11][C:10]=2[F:16])[CH:21]=[CH:20][CH:19]=1, predict the reactants needed to synthesize it. The reactants are: Br[C:2]1[N:7]=[N:6][C:5]([NH2:8])=[N:4][C:3]=1[C:9]1[CH:14]=[CH:13][C:12]([F:15])=[CH:11][C:10]=1[F:16].[Cl:17][C:18]1[CH:19]=[C:20](B(O)O)[CH:21]=[CH:22][CH:23]=1.